From a dataset of Full USPTO retrosynthesis dataset with 1.9M reactions from patents (1976-2016). Predict the reactants needed to synthesize the given product. (1) Given the product [F:1][C:2]1[C:3]([O:10][CH3:11])=[CH:4][CH:5]=[C:6]([O:8][CH3:9])[C:7]=1[C:20]([O:22][CH3:23])=[O:21], predict the reactants needed to synthesize it. The reactants are: [F:1][C:2]1[CH:7]=[C:6]([O:8][CH3:9])[CH:5]=[CH:4][C:3]=1[O:10][CH3:11].[Li]CCCC.N#N.Cl[C:20]([O:22][CH2:23]C)=[O:21]. (2) Given the product [ClH:9].[NH2:7][C:2]1[CH:3]=[CH:4][CH:5]=[CH:6][C:1]=1[NH:8][C:28]([C:26]1[O:27][C:23]([CH2:22][C:12]2[C:13]3[O:17][C:16]([CH:18]([CH3:19])[CH3:20])=[CH:15][C:14]=3[CH:21]=[C:10]([Cl:9])[CH:11]=2)=[CH:24][CH:25]=1)=[O:29], predict the reactants needed to synthesize it. The reactants are: [C:1]1([NH2:8])[CH:6]=[CH:5][CH:4]=[CH:3][C:2]=1[NH2:7].[Cl:9][C:10]1[CH:11]=[C:12]([CH2:22][C:23]2[O:27][C:26]([C:28](O)=[O:29])=[CH:25][CH:24]=2)[C:13]2[O:17][C:16]([CH:18]([CH3:20])[CH3:19])=[CH:15][C:14]=2[CH:21]=1.OC1C2N=NNC=2C=CC=1.CCN=C=NCCCN(C)C. (3) The reactants are: CC(C)([O-])C.[K+].[Cl-].[CH3:8][O:9][CH2:10][P+](C1C=CC=CC=1)(C1C=CC=CC=1)C1C=CC=CC=1.[F:30][C:31]([F:49])([F:48])[C:32]1[CH:37]=[CH:36][C:35]([C:38]2[CH:43]=[CH:42][C:41]([C:44](=O)[CH2:45][CH3:46])=[CH:40][CH:39]=2)=[CH:34][CH:33]=1. Given the product [CH3:8][O:9][CH:10]=[C:44]([C:41]1[CH:42]=[CH:43][C:38]([C:35]2[CH:36]=[CH:37][C:32]([C:31]([F:49])([F:48])[F:30])=[CH:33][CH:34]=2)=[CH:39][CH:40]=1)[CH2:45][CH3:46], predict the reactants needed to synthesize it. (4) Given the product [S:4]([N:14]1[C:18]2=[N:19][CH:20]=[C:21]([CH:23]([OH:24])[CH3:27])[N:22]=[C:17]2[CH:16]=[CH:15]1)([C:7]1[CH:8]=[CH:9][C:10]([CH3:11])=[CH:12][CH:13]=1)(=[O:5])=[O:6], predict the reactants needed to synthesize it. The reactants are: C[Mg]Cl.[S:4]([N:14]1[C:18]2=[N:19][CH:20]=[C:21]([CH:23]=[O:24])[N:22]=[C:17]2[CH:16]=[CH:15]1)([C:7]1[CH:13]=[CH:12][C:10]([CH3:11])=[CH:9][CH:8]=1)(=[O:6])=[O:5].[NH4+].[Cl-].[CH3:27]COC(C)=O.